Dataset: Reaction yield outcomes from USPTO patents with 853,638 reactions. Task: Predict the reaction yield, written as a fraction of the theoretical maximum amount of product (1.0 means a 100% yield; for example, 0.34 means a 34% yield). (1) The reactants are F[C:2]1[CH:7]=[CH:6][C:5]([N+:8]([O-:10])=[O:9])=[CH:4][CH:3]=1.[C:11]([NH2:15])([CH3:14])([CH3:13])[CH3:12].O. The catalyst is CS(C)=O. The product is [C:11]([NH:15][C:2]1[CH:7]=[CH:6][C:5]([N+:8]([O-:10])=[O:9])=[CH:4][CH:3]=1)([CH3:14])([CH3:13])[CH3:12]. The yield is 0.730. (2) The reactants are CS(O[CH2:6][C@H:7]1[CH2:12][CH2:11][C@H:10]([NH:13][C:14]2[C:23]3[C:18](=[CH:19][CH:20]=[C:21]([Br:24])[CH:22]=3)[N:17]=[CH:16][C:15]=2[C:25]([CH:27]2[CH2:29][CH2:28]2)=[O:26])[CH2:9][CH2:8]1)(=O)=O.[CH3:30][NH2:31]. No catalyst specified. The product is [Br:24][C:21]1[CH:22]=[C:23]2[C:18](=[CH:19][CH:20]=1)[N:17]=[CH:16][C:15]([C:25]([CH:27]1[CH2:28][CH2:29]1)=[O:26])=[C:14]2[NH:13][C@H:10]1[CH2:11][CH2:12][C@H:7]([CH2:6][NH:31][CH3:30])[CH2:8][CH2:9]1. The yield is 0.280. (3) The reactants are [NH2:1][C:2]1[CH:7]=[C:6]([O:8][C:9]2[C:14]([F:15])=[CH:13][C:12]([NH:16][C:17]([C:19]3([C:22]([NH:24][C:25]4[CH:30]=[CH:29][C:28]([F:31])=[CH:27][CH:26]=4)=[O:23])[CH2:21][CH2:20]3)=[O:18])=[C:11]([F:32])[CH:10]=2)[CH:5]=[CH:4][N:3]=1.C([N:35]([CH2:38]C)CC)C.ClC([O:43][C:44]1[CH:49]=CC=[CH:46][CH:45]=1)=O.C(=O)([O-])[OH:51].[Na+]. The catalyst is O1CCCC1.C(OCC)(=O)C. The product is [F:32][C:11]1[CH:10]=[C:9]([O:8][C:6]2[CH:5]=[CH:4][N:3]=[C:2]([NH:1][C:38]([N:35]3[CH2:46][CH2:45][C@@H:44]([OH:43])[CH2:49]3)=[O:51])[CH:7]=2)[C:14]([F:15])=[CH:13][C:12]=1[NH:16][C:17]([C:19]1([C:22]([NH:24][C:25]2[CH:26]=[CH:27][C:28]([F:31])=[CH:29][CH:30]=2)=[O:23])[CH2:21][CH2:20]1)=[O:18]. The yield is 0.610.